Dataset: Reaction yield outcomes from USPTO patents with 853,638 reactions. Task: Predict the reaction yield, written as a fraction of the theoretical maximum amount of product (1.0 means a 100% yield; for example, 0.34 means a 34% yield). (1) The reactants are [CH2:1]([NH:4][C:5]1[CH:13]=[C:12]([C:14]([F:17])([F:16])[F:15])[CH:11]=[CH:10][C:6]=1[C:7](O)=[O:8])[CH2:2][CH3:3].[CH3:18][NH:19][O:20][CH3:21].CN1CCOCC1.C[N+]1(C2N=C(OC)N=C(OC)N=2)CCOCC1.[Cl-]. The catalyst is C(Cl)Cl. The product is [CH3:21][O:20][N:19]([CH3:18])[C:7](=[O:8])[C:6]1[CH:10]=[CH:11][C:12]([C:14]([F:17])([F:16])[F:15])=[CH:13][C:5]=1[NH:4][CH2:1][CH2:2][CH3:3]. The yield is 0.570. (2) The reactants are [C:1]([O:5][C:6]([NH:8][CH2:9][CH2:10][O:11][NH:12][C:13]([C@@H:15]1[CH2:20][CH2:19][C@@H:18]([NH:21][O:22][CH2:23][C:24]2[CH:29]=[CH:28][CH:27]=[CH:26][CH:25]=2)[CH2:17][N:16]1C(=O)C(F)(F)F)=[O:14])=[O:7])([CH3:4])([CH3:3])[CH3:2].O.[OH-].[Na+].C(O)(=O)C. The catalyst is O1CCOCC1. The product is [C:1]([O:5][C:6]([NH:8][CH2:9][CH2:10][O:11][NH:12][C:13]([C@@H:15]1[CH2:20][CH2:19][C@@H:18]([NH:21][O:22][CH2:23][C:24]2[CH:25]=[CH:26][CH:27]=[CH:28][CH:29]=2)[CH2:17][NH:16]1)=[O:14])=[O:7])([CH3:4])([CH3:2])[CH3:3]. The yield is 0.930.